Dataset: Catalyst prediction with 721,799 reactions and 888 catalyst types from USPTO. Task: Predict which catalyst facilitates the given reaction. Reactant: [N:1]1([C:5]([C:7]2[N:8]=[CH:9][C:10]([O:13][C:14]3[CH:15]=[C:16]([CH:21]=[C:22]([O:24][C@H:25]4[CH2:29][CH2:28][N:27]([CH3:30])[C:26]4=[O:31])[CH:23]=3)[C:17]([O:19]C)=[O:18])=[N:11][CH:12]=2)=[O:6])[CH2:4][CH2:3][CH2:2]1.[OH-].[Li+].O. Product: [N:1]1([C:5]([C:7]2[N:8]=[CH:9][C:10]([O:13][C:14]3[CH:15]=[C:16]([CH:21]=[C:22]([O:24][C@H:25]4[CH2:29][CH2:28][N:27]([CH3:30])[C:26]4=[O:31])[CH:23]=3)[C:17]([OH:19])=[O:18])=[N:11][CH:12]=2)=[O:6])[CH2:2][CH2:3][CH2:4]1. The catalyst class is: 36.